From a dataset of Reaction yield outcomes from USPTO patents with 853,638 reactions. Predict the reaction yield, written as a fraction of the theoretical maximum amount of product (1.0 means a 100% yield; for example, 0.34 means a 34% yield). (1) The reactants are [Cl:1][C:2]1[CH:7]=[C:6]([Cl:8])[N:5]2[N:9]=[CH:10][CH:11]=[C:4]2[N:3]=1.C1C(=O)N([Br:19])C(=O)C1. The catalyst is CC#N. The product is [Br:19][C:11]1[CH:10]=[N:9][N:5]2[C:6]([Cl:8])=[CH:7][C:2]([Cl:1])=[N:3][C:4]=12. The yield is 0.890. (2) The reactants are [C:1]([NH:5][S:6]([C:9]1[S:10][C:11]([C:14]2[N:19]=[C:18]([NH:20][C:21]3[CH:25]=[C:24]([CH:26]4[CH2:28][CH2:27]4)[NH:23][N:22]=3)[C:17]([C:29]#[C:30][CH2:31][OH:32])=[CH:16][N:15]=2)=[CH:12][CH:13]=1)(=[O:8])=[O:7])([CH3:4])([CH3:3])[CH3:2].[H-].[H-].[H-].[H-].[Li+].[Al+3]. The catalyst is C1COCC1. The product is [C:1]([NH:5][S:6]([C:9]1[S:10][C:11]([C:14]2[N:19]=[C:18]([NH:20][C:21]3[CH:25]=[C:24]([CH:26]4[CH2:28][CH2:27]4)[NH:23][N:22]=3)[C:17](/[CH:29]=[CH:30]/[CH2:31][OH:32])=[CH:16][N:15]=2)=[CH:12][CH:13]=1)(=[O:7])=[O:8])([CH3:4])([CH3:3])[CH3:2]. The yield is 0.400. (3) The product is [F:21][C:15]1[CH:16]=[C:17]([F:20])[CH:18]=[CH:19][C:14]=1[S:11]([NH:10][C:4]1[C:5]([O:8][CH3:9])=[N:6][CH:7]=[C:2]([B:22]2[O:26][C:25]([CH3:28])([CH3:27])[C:24]([CH3:30])([CH3:29])[O:23]2)[CH:3]=1)(=[O:13])=[O:12]. The reactants are Br[C:2]1[CH:3]=[C:4]([NH:10][S:11]([C:14]2[CH:19]=[CH:18][C:17]([F:20])=[CH:16][C:15]=2[F:21])(=[O:13])=[O:12])[C:5]([O:8][CH3:9])=[N:6][CH:7]=1.[B:22]1([B:22]2[O:26][C:25]([CH3:28])([CH3:27])[C:24]([CH3:30])([CH3:29])[O:23]2)[O:26][C:25]([CH3:28])([CH3:27])[C:24]([CH3:30])([CH3:29])[O:23]1.C(Cl)Cl.C([O-])(=O)C.[K+]. The yield is 1.00. The catalyst is O1CCOCC1.C1C=CC(P(C2C=CC=CC=2)[C-]2C=CC=C2)=CC=1.C1C=CC(P(C2C=CC=CC=2)[C-]2C=CC=C2)=CC=1.Cl[Pd]Cl.[Fe+2]. (4) The reactants are Br[CH2:2][C:3]([C:5]1[CH:13]=[CH:12][CH:11]=[C:10]2[C:6]=1[C:7]1([C:27]3[C:18](=[CH:19][C:20]4[O:25][CH2:24][CH2:23][O:22][C:21]=4[CH:26]=3)[O:17][CH2:16]1)[C:8](=[O:15])[N:9]2[CH3:14])=O.[OH2:28].[NH2:29][NH2:30].[C:31](O)(=O)C. No catalyst specified. The product is [OH:28][C:31]1[NH:30][N:29]=[C:3]([C:5]2[CH:13]=[CH:12][CH:11]=[C:10]3[C:6]=2[C:7]2([C:27]4[C:18](=[CH:19][C:20]5[O:25][CH2:24][CH2:23][O:22][C:21]=5[CH:26]=4)[O:17][CH2:16]2)[C:8](=[O:15])[N:9]3[CH3:14])[CH:2]=1. The yield is 0.140. (5) The reactants are [Cl:1][C:2]1[CH:3]=[C:4]([S:8]([NH:11][C:12]2[CH:20]=[CH:19][C:15]([C:16]([OH:18])=[O:17])=[C:14]([OH:21])[CH:13]=2)(=[O:10])=[O:9])[S:5][C:6]=1[Cl:7].C(N1C=CN=C1)(N1[CH:28]=[CH:27]N=C1)=O.N1C=CC=CC=1.CCO.C(O)(C(F)(F)F)=O. The catalyst is CC#N.CC#N.CO.O. The product is [Cl:1][C:2]1[CH:3]=[C:4]([S:8]([NH:11][C:12]2[CH:20]=[CH:19][C:15]([C:16]([O:18][CH2:27][CH3:28])=[O:17])=[C:14]([OH:21])[CH:13]=2)(=[O:9])=[O:10])[S:5][C:6]=1[Cl:7]. The yield is 0.700. (6) The reactants are [CH3:1][C:2]1([CH3:29])[O:7][CH2:6][CH:5]([CH2:8][O:9][C:10]2[C:15]([CH3:16])=[CH:14][N:13]=[C:12]([CH2:17][S:18][C:19]3[NH:23][C:22]4[CH:24]=[CH:25][CH:26]=[CH:27][C:21]=4[N:20]=3)[C:11]=2[CH3:28])[CH2:4][O:3]1.ClC1C=CC=C(C(OO)=[O:38])C=1.C(=O)([O-])O.[Na+]. The catalyst is CO.C1(C)C=CC=CC=1. The product is [CH3:1][C:2]1([CH3:29])[O:3][CH2:4][CH:5]([CH2:8][O:9][C:10]2[C:15]([CH3:16])=[CH:14][N:13]=[C:12]([CH2:17][S:18]([C:19]3[NH:20][C:21]4[CH:27]=[CH:26][CH:25]=[CH:24][C:22]=4[N:23]=3)=[O:38])[C:11]=2[CH3:28])[CH2:6][O:7]1. The yield is 0.619. (7) The reactants are [OH-].[Na+].[Br:3][C:4]1[CH:5]=[C:6]([SH:10])[CH:7]=[CH:8][CH:9]=1.Cl[CH2:12][C:13]([OH:15])=[O:14].Cl. The catalyst is O. The product is [Br:3][C:4]1[CH:5]=[C:6]([S:10][CH2:12][C:13]([OH:15])=[O:14])[CH:7]=[CH:8][CH:9]=1. The yield is 0.780. (8) The reactants are [CH2:1]([CH:3]1[CH2:8][CH2:7][CH2:6][CH2:5][NH:4]1)[CH3:2].[C:9]([O:13][C:14](O[C:14]([O:13][C:9]([CH3:12])([CH3:11])[CH3:10])=[O:15])=[O:15])([CH3:12])([CH3:11])[CH3:10].O1CCOCC1. The catalyst is C(=O)(O)[O-].[Na+]. The product is [C:9]([O:13][C:14]([N:4]1[CH2:5][CH2:6][CH2:7][CH2:8][CH:3]1[CH2:1][CH3:2])=[O:15])([CH3:12])([CH3:11])[CH3:10]. The yield is 0.640. (9) The reactants are [CH3:1][C:2]1[CH:7]=[C:6]([O:8][CH2:9][CH2:10][CH2:11][CH2:12][CH2:13][CH2:14][CH2:15][CH2:16][CH2:17][CH2:18][CH2:19][CH2:20][CH2:21][CH2:22][CH2:23][CH2:24][CH2:25][CH3:26])[CH:5]=[CH:4][C:3]=1[N+:27]([O-])=O.CO.Cl.C(=O)([O-])[O-].[K+].[K+]. The catalyst is [Fe].ClCCl.O.O1CCOCC1. The product is [CH3:1][C:2]1[CH:7]=[C:6]([O:8][CH2:9][CH2:10][CH2:11][CH2:12][CH2:13][CH2:14][CH2:15][CH2:16][CH2:17][CH2:18][CH2:19][CH2:20][CH2:21][CH2:22][CH2:23][CH2:24][CH2:25][CH3:26])[CH:5]=[CH:4][C:3]=1[NH2:27]. The yield is 0.820.